Dataset: Full USPTO retrosynthesis dataset with 1.9M reactions from patents (1976-2016). Task: Predict the reactants needed to synthesize the given product. The reactants are: [NH2:1][C:2]1[CH:3]=[C:4]2[C:9](=[CH:10][CH:11]=1)[CH2:8][N:7]([C:12]([O:14][C:15]([CH3:18])([CH3:17])[CH3:16])=[O:13])[CH2:6][CH2:5]2.Br[C:20]1[C:21](=[O:28])[N:22]([CH3:27])[CH:23]=[C:24]([Br:26])[N:25]=1.C(N(CC)CC)C. Given the product [Br:26][C:24]1[N:25]=[C:20]([NH:1][C:2]2[CH:3]=[C:4]3[C:9](=[CH:10][CH:11]=2)[CH2:8][N:7]([C:12]([O:14][C:15]([CH3:18])([CH3:17])[CH3:16])=[O:13])[CH2:6][CH2:5]3)[C:21](=[O:28])[N:22]([CH3:27])[CH:23]=1, predict the reactants needed to synthesize it.